From a dataset of Forward reaction prediction with 1.9M reactions from USPTO patents (1976-2016). Predict the product of the given reaction. (1) The product is: [Cl:8][C:7]1[C:2]([NH:11][CH3:10])=[N:3][CH:4]=[N:5][C:6]=1[Cl:9]. Given the reactants Cl[C:2]1[C:7]([Cl:8])=[C:6]([Cl:9])[N:5]=[CH:4][N:3]=1.[CH3:10][NH2:11], predict the reaction product. (2) The product is: [CH:1]1([CH2:4][O:5][C:6]2[CH:7]=[CH:8][C:9]([CH2:12][CH2:13][C:14]3[CH:23]=[CH:22][C:17]([CH2:18][OH:19])=[C:16]([O:24][CH2:25][O:26][CH3:27])[CH:15]=3)=[CH:10][CH:11]=2)[CH2:3][CH2:2]1. Given the reactants [CH:1]1([CH2:4][O:5][C:6]2[CH:11]=[CH:10][C:9]([CH2:12][CH2:13][C:14]3[CH:23]=[CH:22][C:17]([C:18](OC)=[O:19])=[C:16]([O:24][CH2:25][O:26][CH3:27])[CH:15]=3)=[CH:8][CH:7]=2)[CH2:3][CH2:2]1.[H-].[Al+3].[Li+].[H-].[H-].[H-].O.[OH-].[Na+], predict the reaction product.